From a dataset of Forward reaction prediction with 1.9M reactions from USPTO patents (1976-2016). Predict the product of the given reaction. (1) Given the reactants Cl[C:2]1[N:7]=[C:6]([NH:8][C@@H:9]2[CH2:14][CH2:13][CH2:12][CH2:11][C@H:10]2[N:15]([CH2:20][CH3:21])[S:16]([CH3:19])(=[O:18])=[O:17])[C:5]([Cl:22])=[CH:4][N:3]=1.C12(CS(O)(=O)=O)C(C)(C)C(CC1)CC2=O.[NH2:38][C:39]1[CH:52]=[CH:51][C:42]2[NH:43][C:44](=[O:50])[CH2:45][CH2:46][C:47]([CH3:49])([CH3:48])[C:41]=2[CH:40]=1.C(=O)([O-])[O-], predict the reaction product. The product is: [Cl:22][C:5]1[C:6]([NH:8][C@@H:9]2[CH2:14][CH2:13][CH2:12][CH2:11][C@H:10]2[N:15]([CH2:20][CH3:21])[S:16]([CH3:19])(=[O:18])=[O:17])=[N:7][C:2]([NH:38][C:39]2[CH:52]=[CH:51][C:42]3[NH:43][C:44](=[O:50])[CH2:45][CH2:46][C:47]([CH3:49])([CH3:48])[C:41]=3[CH:40]=2)=[N:3][CH:4]=1. (2) Given the reactants [Cl:1][C:2]1[CH:3]=[C:4]([N:10]2[CH:18]([CH:19]3[CH2:23][CH2:22][CH2:21][CH2:20]3)[CH:17]3[C:12]([C:13]4[CH:27]=[CH:26][C:25]([C:28]([OH:30])=[O:29])=[CH:24][C:14]=4[CH2:15][CH2:16]3)=[N:11]2)[CH:5]=[CH:6][C:7]=1[C:8]#[N:9].[N:31]([CH2:38][CH2:39]O)([CH2:35][CH2:36][OH:37])[CH2:32][CH2:33][OH:34], predict the reaction product. The product is: [Cl:1][C:2]1[CH:3]=[C:4]([N:10]2[CH:18]([CH:19]3[CH2:20][CH2:21][CH2:22][CH2:23]3)[CH:17]3[C:12]([C:13]4[CH:27]=[CH:26][C:25]([C:28]([O:30][CH2:39][CH2:38][N:31]([CH2:35][CH2:36][OH:37])[CH2:32][CH2:33][OH:34])=[O:29])=[CH:24][C:14]=4[CH2:15][CH2:16]3)=[N:11]2)[CH:5]=[CH:6][C:7]=1[C:8]#[N:9].